Dataset: Full USPTO retrosynthesis dataset with 1.9M reactions from patents (1976-2016). Task: Predict the reactants needed to synthesize the given product. (1) The reactants are: COC1C=C2C(=CC=1OC)N=C[N:7]=C2SC1C=C(C=CC=1)N.[CH3:23][O:24][C:25]1[CH:26]=[C:27]([NH:35][C:36](=[O:44])OC2C=CC=CC=2)[CH:28]=[C:29]([C:31]([F:34])([F:33])[F:32])[CH:30]=1.C(N(C(C)C)CC)(C)C. Given the product [CH3:23][O:24][C:25]1[CH:26]=[C:27]([NH:35][C:36](=[O:44])[NH2:7])[CH:28]=[C:29]([C:31]([F:34])([F:33])[F:32])[CH:30]=1, predict the reactants needed to synthesize it. (2) The reactants are: [F:1][C:2]1[CH:3]=[C:4]([CH:13]=[CH:14][C:15]=1[OH:16])/[CH:5]=[C:6]1\[N:7]=[C:8]([CH3:12])[O:9][C:10]\1=O.[CH3:17][NH2:18].C(=O)([O-])[O-].[K+].[K+].Cl. Given the product [F:1][C:2]1[CH:3]=[C:4]([CH:13]=[CH:14][C:15]=1[OH:16])/[CH:5]=[C:6]1\[N:7]=[C:8]([CH3:12])[N:18]([CH3:17])[C:10]\1=[O:9], predict the reactants needed to synthesize it. (3) Given the product [CH:10]12[CH2:14][CH:13]([NH:8][CH2:9]1)[CH2:12][N:11]2[CH2:15][C:16]1[CH:17]=[C:18]([C:22]2[CH:27]=[CH:26][N:25]=[C:24]([NH:40][CH2:39][CH2:38][C:33]3[CH:34]=[C:35]([F:37])[CH:36]=[C:31]([F:30])[CH:32]=3)[N:23]=2)[CH:19]=[CH:20][CH:21]=1, predict the reactants needed to synthesize it. The reactants are: C(OC([N:8]1[CH:13]([CH3:14])[CH2:12][N:11]([CH2:15][C:16]2[CH:21]=[CH:20][CH:19]=[C:18]([C:22]3[CH:27]=[CH:26][N:25]=[C:24](Cl)[N:23]=3)[CH:17]=2)[CH2:10][CH:9]1C)=O)(C)(C)C.[F:30][C:31]1[CH:32]=[C:33]([CH2:38][CH2:39][NH2:40])[CH:34]=[C:35]([F:37])[CH:36]=1. (4) Given the product [C:20]1([CH:19]([C:26]2[CH:31]=[CH:30][CH:29]=[CH:28][CH:27]=2)[CH2:18][NH:17][C:4]2[N:3]=[C:2]([S:38][CH3:37])[N:10]=[C:9]3[C:5]=2[N:6]=[CH:7][N:8]3[CH:11]2[CH2:16][CH2:15][CH2:14][CH2:13][O:12]2)[CH:25]=[CH:24][CH:23]=[CH:22][CH:21]=1, predict the reactants needed to synthesize it. The reactants are: Cl[C:2]1[N:10]=[C:9]2[C:5]([N:6]=[CH:7][N:8]2[CH:11]2[CH2:16][CH2:15][CH2:14][CH2:13][O:12]2)=[C:4]([NH:17][CH2:18][CH:19]([C:26]2[CH:31]=[CH:30][CH:29]=[CH:28][CH:27]=2)[C:20]2[CH:25]=[CH:24][CH:23]=[CH:22][CH:21]=2)[N:3]=1.CN(C)C=O.[CH3:37][S-:38].[Na+]. (5) Given the product [CH3:9][N:10]1[CH:11]([C:12]#[C:13][C:14]2[CH:15]=[C:16]([CH3:20])[CH:17]=[CH:18][CH:19]=2)[CH2:6][C:4](=[CH2:5])[C:3]1=[O:2], predict the reactants needed to synthesize it. The reactants are: C[O:2][C:3](=O)[C:4]([CH2:6]Br)=[CH2:5].[CH3:9]/[N:10]=[CH:11]/[C:12]#[C:13][C:14]1[CH:15]=[C:16]([CH3:20])[CH:17]=[CH:18][CH:19]=1.[NH4+].[Cl-].C(OC(=O)C)C. (6) Given the product [F:8][C:9]1[CH:14]=[C:13]([CH:12]=[C:11]([F:16])[CH:10]=1)[NH:1][C:2]1[CH:7]=[CH:6][CH:5]=[CH:4][CH:3]=1, predict the reactants needed to synthesize it. The reactants are: [NH2:1][C:2]1[CH:7]=[CH:6][CH:5]=[CH:4][CH:3]=1.[F:8][C:9]1[CH:14]=[C:13](I)[CH:12]=[C:11]([F:16])[CH:10]=1.[OH-].[K+]. (7) The reactants are: [CH2:1]([O:3][CH:4]([N:6]1[CH:10]=[C:9](I)[CH:8]=[N:7]1)[CH3:5])[CH3:2].[CH:12]([C:14]1[CH:21]=[CH:20][C:17]([C:18]#[N:19])=[CH:16][CH:15]=1)=[CH2:13].[Br-].C([O-])(=O)C.C(=O)([O-])[O-].[K+].[K+]. Given the product [CH2:1]([O:3][CH:4]([N:6]1[CH:10]=[C:9](/[CH:13]=[CH:12]/[C:14]2[CH:21]=[CH:20][C:17]([C:18]#[N:19])=[CH:16][CH:15]=2)[CH:8]=[N:7]1)[CH3:5])[CH3:2], predict the reactants needed to synthesize it. (8) Given the product [CH2:1]([O:8][C:9]1[CH:14]=[CH:13][N:12]([CH2:15][CH2:16][C:17]2[S:18][C:19]([CH2:22][N:25]3[CH2:30][CH2:29][CH:28]([NH:31][C:32](=[O:34])[CH3:33])[CH2:27][CH2:26]3)=[CH:20][CH:21]=2)[C:11](=[O:24])[CH:10]=1)[C:2]1[CH:7]=[CH:6][CH:5]=[CH:4][CH:3]=1, predict the reactants needed to synthesize it. The reactants are: [CH2:1]([O:8][C:9]1[CH:14]=[CH:13][N:12]([CH2:15][CH2:16][C:17]2[S:18][C:19]([CH2:22]O)=[CH:20][CH:21]=2)[C:11](=[O:24])[CH:10]=1)[C:2]1[CH:7]=[CH:6][CH:5]=[CH:4][CH:3]=1.[NH:25]1[CH2:30][CH2:29][CH:28]([NH:31][C:32](=[O:34])[CH3:33])[CH2:27][CH2:26]1. (9) Given the product [CH3:34][C:21]1[CH:20]=[C:19]([C:17]2[CH:16]=[N:15][N:14]([CH3:13])[CH:18]=2)[CH:24]=[CH:23][C:22]=1[C:2]1[CH:3]=[N:4][CH:5]=[C:6]2[C:11]=1[N:10]=[C:9]([OH:12])[CH:8]=[CH:7]2, predict the reactants needed to synthesize it. The reactants are: Br[C:2]1[CH:3]=[N:4][CH:5]=[C:6]2[C:11]=1[NH:10][C:9](=[O:12])[CH:8]=[CH:7]2.[CH3:13][N:14]1[CH:18]=[C:17]([C:19]2[CH:24]=[CH:23][C:22](B3OC(C)(C)C(C)(C)O3)=[C:21]([CH3:34])[CH:20]=2)[CH:16]=[N:15]1.C([O-])([O-])=O.[Na+].[Na+]. (10) Given the product [Cl:39][C:6]1[C:11]([C:12]#[N:13])=[CH:10][N:9]=[C:8]([NH:14][C:15]2[CH:20]=[CH:19][CH:18]=[CH:17][CH:16]=2)[N:7]=1, predict the reactants needed to synthesize it. The reactants are: N([O-])=O.[Na+].N[C:6]1[C:11]([C:12]#[N:13])=[CH:10][N:9]=[C:8]([NH:14][C:15]2[CH:20]=[CH:19][CH:18]=[CH:17][CH:16]=2)[N:7]=1.OC1C(C#N)=CN=C(NC2C=CC=CC=2)N=1.P(Cl)(Cl)([Cl:39])=O.